From a dataset of Catalyst prediction with 721,799 reactions and 888 catalyst types from USPTO. Predict which catalyst facilitates the given reaction. (1) Reactant: [CH3:1][C:2]1([CH3:21])[O:6][CH:5]([CH2:7][C:8]2[CH:17]=[C:16]3[C:11]([CH2:12][CH2:13][C:14](=[O:18])[NH:15]3)=[CH:10][C:9]=2[O:19][CH3:20])[CH2:4][O:3]1.[H-].[Na+].I[CH3:25]. Product: [CH3:1][C:2]1([CH3:21])[O:6][CH:5]([CH2:7][C:8]2[CH:17]=[C:16]3[C:11]([CH2:12][CH2:13][C:14](=[O:18])[N:15]3[CH3:25])=[CH:10][C:9]=2[O:19][CH3:20])[CH2:4][O:3]1. The catalyst class is: 42. (2) The catalyst class is: 1. Product: [OH:11][CH2:10][CH:9]([NH:8][C:6](=[O:7])[O:5][C:1]([CH3:3])([CH3:2])[CH3:4])[C:14]1[CH:19]=[CH:18][CH:17]=[C:16]([OH:20])[CH:15]=1. Reactant: [C:1]([O:5][C:6]([NH:8][CH:9]([C:14]1[CH:19]=[CH:18][CH:17]=[C:16]([OH:20])[CH:15]=1)[C:10](OC)=[O:11])=[O:7])([CH3:4])([CH3:3])[CH3:2].[H-].[Al+3].[Li+].[H-].[H-].[H-].[NH4+].[Cl-]. (3) Reactant: [CH3:1][CH2:2][C@H:3]([NH:10][C:11]([C:13]1[C:22]([OH:23])=[C:21]([C:24]2[CH:25]=[CH:26][CH:27]=[CH:28][CH:29]=2)[N:20]=[C:19]2[C:14]=1[CH:15]=[CH:16][CH:17]=[CH:18]2)=[O:12])[C:4]1[CH:5]=[CH:6][CH:7]=[CH:8][CH:9]=1.Cl.C(O)C. The catalyst class is: 7. Product: [CH3:1][CH2:2][C@H:3]([NH:10][C:11]([C:13]1[C:22]([OH:23])=[C:21]([C:24]2[CH:29]=[CH:28][CH:27]=[CH:26][CH:25]=2)[N:20]=[C:19]2[C:14]=1[CH:15]=[CH:16][CH:17]=[CH:18]2)=[O:12])[C:4]1[CH:5]=[CH:6][CH:7]=[CH:8][CH:9]=1.